From a dataset of Full USPTO retrosynthesis dataset with 1.9M reactions from patents (1976-2016). Predict the reactants needed to synthesize the given product. (1) Given the product [CH2:26]([O:28][C:29]1[N:36]=[C:35]([O:37][C:38]2[CH:39]=[CH:40][C:41]3[B:44]([OH:45])[O:48][CH2:47][C:42]=3[CH:43]=2)[CH:34]=[CH:33][C:30]=1[C:31]#[N:32])[CH3:27], predict the reactants needed to synthesize it. The reactants are: OB1C2C=CC(OC3C=CC(C#N)=C(N4CCOCC4)N=3)=CC=2CO1.[CH2:26]([O:28][C:29]1[N:36]=[C:35]([O:37][C:38]2[CH:43]=[CH:42][C:41]([B:44]3[O:48][C:47](C)(C)C(C)(C)[O:45]3)=[C:40](C=O)[CH:39]=2)[CH:34]=[CH:33][C:30]=1[C:31]#[N:32])[CH3:27].[BH4-].[Na+]. (2) Given the product [NH:11]1[C:15]2[CH:16]=[CH:17][CH:18]=[CH:19][C:14]=2[N:13]=[C:12]1[C@H:8]([NH:9][C:10](=[O:20])[NH:23][C@@H:24]1[CH2:29][CH2:28][CH2:27][N:26]([C:30]([O:32][C:33]([CH3:36])([CH3:35])[CH3:34])=[O:31])[CH2:25]1)[CH2:7][C:6]1[CH:5]=[CH:4][C:3]([O:2][CH3:1])=[CH:22][CH:21]=1, predict the reactants needed to synthesize it. The reactants are: [CH3:1][O:2][C:3]1[CH:22]=[CH:21][C:6]([CH2:7][C@@H:8]2[C:12]3=[N:13][C:14]4[CH:19]=[CH:18][CH:17]=[CH:16][C:15]=4[N:11]3[C:10](=[O:20])[NH:9]2)=[CH:5][CH:4]=1.[NH2:23][C@@H:24]1[CH2:29][CH2:28][CH2:27][N:26]([C:30]([O:32][C:33]([CH3:36])([CH3:35])[CH3:34])=[O:31])[CH2:25]1. (3) Given the product [CH2:6]([O:5][C:3]([C:2]1[S:14][C:11]([CH2:12][CH3:13])=[N:15][C:8]=1[CH3:10])=[O:4])[CH3:7], predict the reactants needed to synthesize it. The reactants are: Cl[CH:2]([C:8]([CH3:10])=O)[C:3]([O:5][CH2:6][CH3:7])=[O:4].[C:11]([NH2:15])(=[S:14])[CH2:12][CH3:13]. (4) Given the product [CH:3](/[CH2:11][C:12]([O-:14])=[O:13])=[CH:4]\[C:5]1[CH:10]=[CH:9][CH:8]=[CH:7][CH:6]=1.[Zn+2:16].[CH:3](/[CH2:11][C:12]([O-:14])=[O:13])=[CH:4]\[C:5]1[CH:10]=[CH:9][CH:8]=[CH:7][CH:6]=1, predict the reactants needed to synthesize it. The reactants are: [OH-].[Na+].[CH:3](/[CH2:11][C:12]([OH:14])=[O:13])=[CH:4]\[C:5]1[CH:10]=[CH:9][CH:8]=[CH:7][CH:6]=1.[Cl-].[Zn+2:16].[Cl-]. (5) Given the product [C:27]([O:31][C:32]([N:34]1[CH2:39][CH2:38][CH:37]([O:40][C:41]2[CH:46]=[CH:45][C:44]([C:20]3[CH:25]=[CH:24][C:23]([F:26])=[CH:22][CH:21]=3)=[CH:43][N:42]=2)[CH2:36][CH2:35]1)=[O:33])([CH3:30])([CH3:29])[CH3:28], predict the reactants needed to synthesize it. The reactants are: C(OC(N1CCN(C2N=CC([C:20]3[CH:25]=[CH:24][C:23]([F:26])=[CH:22][CH:21]=3)=CN=2)CC1)=O)(C)(C)C.[C:27]([O:31][C:32]([N:34]1[CH2:39][CH2:38][CH:37]([O:40][C:41]2[CH:46]=[CH:45][C:44](Br)=[CH:43][N:42]=2)[CH2:36][CH2:35]1)=[O:33])([CH3:30])([CH3:29])[CH3:28].FC1C=CC(B(O)O)=CC=1.